Task: Regression/Classification. Given a drug SMILES string, predict its absorption, distribution, metabolism, or excretion properties. Task type varies by dataset: regression for continuous measurements (e.g., permeability, clearance, half-life) or binary classification for categorical outcomes (e.g., BBB penetration, CYP inhibition). Dataset: cyp2c19_veith.. Dataset: CYP2C19 inhibition data for predicting drug metabolism from PubChem BioAssay (1) The molecule is COc1cc(OC)cc(C(=O)Nc2ccccc2C(=O)N2CCCC2)c1. The result is 1 (inhibitor). (2) The drug is CC(C)(CC(=O)N1CCN(c2ccc(Cl)cc2)CC1)CC1=NS(=O)(=O)c2ccccc2N1. The result is 1 (inhibitor). (3) The drug is Cc1cc(C=O)c(C)n1-c1ccc(NC2CCCC2)c([N+](=O)[O-])c1. The result is 1 (inhibitor).